Dataset: NCI-60 drug combinations with 297,098 pairs across 59 cell lines. Task: Regression. Given two drug SMILES strings and cell line genomic features, predict the synergy score measuring deviation from expected non-interaction effect. Drug 1: C1CC(C1)(C(=O)O)C(=O)O.[NH2-].[NH2-].[Pt+2]. Drug 2: CC1C(C(CC(O1)OC2CC(CC3=C2C(=C4C(=C3O)C(=O)C5=CC=CC=C5C4=O)O)(C(=O)C)O)N)O. Cell line: MDA-MB-231. Synergy scores: CSS=38.0, Synergy_ZIP=-7.31, Synergy_Bliss=-7.55, Synergy_Loewe=-24.0, Synergy_HSA=-3.74.